Dataset: Forward reaction prediction with 1.9M reactions from USPTO patents (1976-2016). Task: Predict the product of the given reaction. Given the reactants [CH:1]1([C:4]2[NH:5][C:6]([C:19]3[CH:24]=[CH:23][C:22]([F:25])=[CH:21][C:20]=3[F:26])=[C:7]([C:9]3[N:14]=[C:13]([OH:15])[C:12]([N+:16]([O-])=O)=[CH:11][CH:10]=3)[N:8]=2)[CH2:3][CH2:2]1, predict the reaction product. The product is: [NH2:16][C:12]1[C:13]([OH:15])=[N:14][C:9]([C:7]2[N:8]=[C:4]([CH:1]3[CH2:2][CH2:3]3)[NH:5][C:6]=2[C:19]2[CH:24]=[CH:23][C:22]([F:25])=[CH:21][C:20]=2[F:26])=[CH:10][CH:11]=1.